From a dataset of Reaction yield outcomes from USPTO patents with 853,638 reactions. Predict the reaction yield, written as a fraction of the theoretical maximum amount of product (1.0 means a 100% yield; for example, 0.34 means a 34% yield). (1) The yield is 0.510. The reactants are [C@:1]12([CH3:30])[C:7]([CH3:9])([CH3:8])[CH:4]([CH2:5][CH2:6]1)[CH2:3][CH:2]2[C:10]([O:12][CH:13]([C:18]1[CH:23]=[C:22]([O:24][CH3:25])[C:21]([I:26])=[CH:20][C:19]=1[N+:27]([O-:29])=[O:28])[C:14]([CH3:17])([CH3:16])[CH3:15])=[O:11]. The catalyst is C(O)C. The product is [C@:1]12([CH3:30])[C:7]([CH3:8])([CH3:9])[CH:4]([CH2:5][CH2:6]1)[CH2:3][CH:2]2[C:10]([O:12][C@@H:13]([C:18]1[CH:23]=[C:22]([O:24][CH3:25])[C:21]([I:26])=[CH:20][C:19]=1[N+:27]([O-:29])=[O:28])[C:14]([CH3:15])([CH3:16])[CH3:17])=[O:11]. (2) The reactants are Cl[C:2]1[C:7]([NH:8][C:9](=O)[C:10]2[CH:15]=[CH:14][CH:13]=[CH:12][C:11]=2[N+:16]([O-:18])=[O:17])=[CH:6][C:5]([CH3:20])=[CH:4][N:3]=1.P12(SP3(SP(SP(S3)(S1)=S)(=S)S2)=S)=[S:22]. The catalyst is N1C=CC=CC=1.CC1C=CC(C)=CC=1. The product is [CH3:20][C:5]1[CH:6]=[C:7]2[N:8]=[C:9]([C:10]3[CH:15]=[CH:14][CH:13]=[CH:12][C:11]=3[N+:16]([O-:18])=[O:17])[S:22][C:2]2=[N:3][CH:4]=1. The yield is 0.750. (3) The reactants are [Cl:1][C:2]1[CH:3]=[C:4]2[C:8](=[CH:9][CH:10]=1)[NH:7][CH:6]=[C:5]2[C:11]([OH:13])=[O:12].C([O-])([O-])=O.[K+].[K+].Br[CH2:21][CH:22]([CH3:24])[CH3:23]. The catalyst is CN(C=O)C.CCOC(C)=O. The product is [Cl:1][C:2]1[CH:3]=[C:4]2[C:8](=[CH:9][CH:10]=1)[N:7]([CH2:21][CH:22]([CH3:24])[CH3:23])[CH:6]=[C:5]2[C:11]([O:13][CH2:3][CH:4]([CH3:8])[CH3:5])=[O:12]. The yield is 0.700. (4) The reactants are [Cl:1][C:2]1[CH:3]=[N:4][CH:5]=[C:6]([Cl:9])[C:7]=1[CH3:8].C([N-]C(C)C)(C)C.[Li+].[CH3:18][O:19][C:20]1[CH:21]=[C:22]([CH:26]=[CH:27][C:28]=1[O:29][CH3:30])[C:23](Cl)=[O:24].O. The catalyst is O1CCCC1. The product is [Cl:1][C:2]1[CH:3]=[N:4][CH:5]=[C:6]([Cl:9])[C:7]=1[CH2:8][C:23]([C:22]1[CH:26]=[CH:27][C:28]([O:29][CH3:30])=[C:20]([O:19][CH3:18])[CH:21]=1)=[O:24]. The yield is 0.520. (5) The reactants are [CH3:1][C:2]([CH3:31])([CH3:30])[CH2:3][C:4]([NH:6][C:7]1[C:8]([CH3:29])=[C:9](B(O)O)[C:10]2[O:14][CH2:13][CH:12]([C:15]3[CH:20]=[CH:19][C:18]([CH:21]([CH3:23])[CH3:22])=[CH:17][CH:16]=3)[C:11]=2[C:24]=1[CH3:25])=[O:5].[NH2:32][C:33]1[CH:38]=[CH:37][CH:36]=[C:35](Br)[N:34]=1. No catalyst specified. The product is [NH2:32][C:33]1[N:34]=[C:35]([C:9]2[C:10]3[O:14][CH2:13][CH:12]([C:15]4[CH:20]=[CH:19][C:18]([CH:21]([CH3:23])[CH3:22])=[CH:17][CH:16]=4)[C:11]=3[C:24]([CH3:25])=[C:7]([NH:6][C:4](=[O:5])[CH2:3][C:2]([CH3:1])([CH3:31])[CH3:30])[C:8]=2[CH3:29])[CH:36]=[CH:37][CH:38]=1. The yield is 0.680.